Dataset: Reaction yield outcomes from USPTO patents with 853,638 reactions. Task: Predict the reaction yield, written as a fraction of the theoretical maximum amount of product (1.0 means a 100% yield; for example, 0.34 means a 34% yield). (1) The reactants are N[C:2]1[CH:9]=[C:8]([F:10])[C:7]([Br:11])=[CH:6][C:3]=1[C:4]#[N:5].[BrH:12].N([O-])=O.[Na+]. The catalyst is O1CCOCC1.O.[Cu]Br. The product is [Br:12][C:2]1[CH:9]=[C:8]([F:10])[C:7]([Br:11])=[CH:6][C:3]=1[C:4]#[N:5]. The yield is 0.450. (2) The reactants are [NH2:1][C:2]1[N:3]([CH3:24])[C:4](=[O:23])[C:5]2([C:15]3[C:10](=[CH:11][CH:12]=[C:13](Br)[CH:14]=3)[O:9][CH:8]([C:17]3[CH:22]=[CH:21][CH:20]=[CH:19][CH:18]=3)[CH2:7]2)[N:6]=1.[CH3:25][N:26]([CH3:39])[S:27]([C:30]1[CH:35]=[CH:34][C:33](B(O)O)=[CH:32][CH:31]=1)(=[O:29])=[O:28]. The catalyst is O1CCOCC1.C([O-])([O-])=O.[Cs+].[Cs+].Cl[Pd](Cl)([P](C1C=CC=CC=1)(C1C=CC=CC=1)C1C=CC=CC=1)[P](C1C=CC=CC=1)(C1C=CC=CC=1)C1C=CC=CC=1. The product is [NH2:1][C:2]1[N:3]([CH3:24])[C:4](=[O:23])[C:5]2([C:15]3[C:10](=[CH:11][CH:12]=[C:13]([C:33]4[CH:32]=[CH:31][C:30]([S:27]([N:26]([CH3:39])[CH3:25])(=[O:28])=[O:29])=[CH:35][CH:34]=4)[CH:14]=3)[O:9][CH:8]([C:17]3[CH:22]=[CH:21][CH:20]=[CH:19][CH:18]=3)[CH2:7]2)[N:6]=1. The yield is 0.0900. (3) The reactants are [OH:1][C@H:2]1[CH2:6][C@@H:5]([CH2:7][Si](C)(C)C)[N:4]([C:12]([O:14][CH2:15][C:16]2[CH:21]=[CH:20][CH:19]=[CH:18][CH:17]=2)=[O:13])[C@H:3]1[CH3:22].CC(C)([O-])C.[K+].C1OCCOCCOCCOCCOCCOC1.O. The catalyst is CS(C)=O. The product is [OH:1][C@H:2]1[CH2:6][C@@H:5]([CH3:7])[N:4]([C:12]([O:14][CH2:15][C:16]2[CH:21]=[CH:20][CH:19]=[CH:18][CH:17]=2)=[O:13])[C@H:3]1[CH3:22]. The yield is 0.650. (4) The reactants are COC1C=CC(C[CH:8]([CH2:12][C:13]2[CH:18]=[CH:17][C:16]([O:19][C:20](=[O:36])[C@H:21]([CH:33]([CH3:35])[CH3:34])[NH:22][C:23]([O:25][CH2:26][C:27]3[CH:32]=[CH:31][CH:30]=[CH:29][CH:28]=3)=[O:24])=[C:15]([O:37][C:38](=[O:54])[C@H:39]([CH:51]([CH3:53])[CH3:52])[NH:40][C:41]([O:43][CH2:44][C:45]3[CH:50]=[CH:49][CH:48]=[CH:47][CH:46]=3)=[O:42])[CH:14]=2)[C:9]([O-:11])=[O:10])=CC=1.C(O)(C(F)(F)F)=O. The catalyst is ClCCl. The product is [C:41]([NH:40][C@H:39]([C:38]([O:37][C:15]1[CH:14]=[C:13]([CH:18]=[CH:17][C:16]=1[O:19][C:20](=[O:36])[C@H:21]([CH:33]([CH3:35])[CH3:34])[NH:22][C:23]([O:25][CH2:26][C:27]1[CH:32]=[CH:31][CH:30]=[CH:29][CH:28]=1)=[O:24])[CH2:12][CH2:8][C:9]([OH:11])=[O:10])=[O:54])[CH:51]([CH3:52])[CH3:53])([O:43][CH2:44][C:45]1[CH:46]=[CH:47][CH:48]=[CH:49][CH:50]=1)=[O:42]. The yield is 0.800. (5) The reactants are C1(N=C=NC2CCCCC2)CCCCC1.[CH2:16]([O:23][C:24]1[C:25](=[O:46])[N:26]2[C:34](=[N:35][C:36]=1[C:37](O)=[O:38])[C:33]1[C:28](=[CH:29][CH:30]=[CH:31][C:32]=1[N:40]1[CH2:45][CH2:44][O:43][CH2:42][CH2:41]1)[O:27]2)[C:17]1[CH:22]=[CH:21][CH:20]=[CH:19][CH:18]=1.[Cl:47][C:48]1[CH:49]=[C:50]([CH:53]=[CH:54][C:55]=1[Cl:56])[CH2:51][NH2:52].ON1C2C=CC=CC=2N=N1. The catalyst is ClCCl. The product is [Cl:47][C:48]1[CH:49]=[C:50]([CH:53]=[CH:54][C:55]=1[Cl:56])[CH2:51][NH:52][C:37]([C:36]1[N:35]=[C:34]2[N:26]([O:27][C:28]3[C:33]2=[C:32]([N:40]2[CH2:41][CH2:42][O:43][CH2:44][CH2:45]2)[CH:31]=[CH:30][CH:29]=3)[C:25](=[O:46])[C:24]=1[O:23][CH2:16][C:17]1[CH:22]=[CH:21][CH:20]=[CH:19][CH:18]=1)=[O:38]. The yield is 0.440.